This data is from Forward reaction prediction with 1.9M reactions from USPTO patents (1976-2016). The task is: Predict the product of the given reaction. (1) The product is: [CH3:17][N:2]([CH3:1])[C:3]([C:5]1[CH:6]=[C:7]2[C:11](=[CH:12][C:13]=1[O:14][CH3:15])[CH2:10][C:9](=[N:23][OH:22])[C:8]2=[O:16])=[O:4]. Given the reactants [CH3:1][N:2]([CH3:17])[C:3]([C:5]1[CH:6]=[C:7]2[C:11](=[CH:12][C:13]=1[O:14][CH3:15])[CH2:10][CH2:9][C:8]2=[O:16])=[O:4].C([O:22][N:23]=O)CCC.Cl, predict the reaction product. (2) Given the reactants [BH4-].[Na+].[CH3:3][C:4]1[C:5]([C:14]([O:16][CH3:17])=[O:15])=[CH:6][CH:7]=[C:8]2[C:13]=1[N:12]=[CH:11][CH:10]=[CH:9]2.[Cl-].[NH4+], predict the reaction product. The product is: [CH3:3][C:4]1[C:5]([C:14]([O:16][CH3:17])=[O:15])=[CH:6][CH:7]=[C:8]2[C:13]=1[NH:12][CH2:11][CH2:10][CH2:9]2. (3) The product is: [C:5]([NH2:15])(=[O:6])[C:4]1[CH:8]=[CH:9][CH:10]=[CH:11][CH:3]=1. Given the reactants CO[C:3]1[CH:11]=[CH:10][CH:9]=[C:8](OC)[C:4]=1[C:5](Cl)=[O:6].C[NH:15]CCC#CC1C=CC=CN=1.CCN(C(C)C)C(C)C, predict the reaction product. (4) Given the reactants C1COCC1.[C:6]([OH:10])(=[O:9])[CH:7]=[CH2:8].[C:11]([O:15][CH2:16][OH:17])(=[O:14])[CH:12]=[CH2:13].[C:18]([O:22][CH3:23])(=[O:21])[CH:19]=[CH2:20], predict the reaction product. The product is: [C:6]([OH:10])(=[O:9])[CH:7]=[CH2:8].[C:11]([O:15][CH2:16][OH:17])(=[O:14])[CH:12]=[CH2:13].[C:18]([O:22][CH3:23])(=[O:21])[CH:19]=[CH2:20]. (5) Given the reactants [CH2:1]([O:8][C:9]([NH:11][C:12]1[NH:13][C:14](=[O:25])[C:15]2[N:16]=[CH:17][N:18]([CH2:21][C:22]([OH:24])=O)[C:19]=2[N:20]=1)=[O:10])[C:2]1[CH:7]=[CH:6][CH:5]=[CH:4][CH:3]=1.Cl.[N+:27]([C:30]1[CH:35]=[CH:34][CH:33]=[CH:32][C:31]=1[S:36]([N:39]1[CH2:44][CH2:43][NH:42][CH2:41][C:40]1=[O:45])(=[O:38])=[O:37])([O-:29])=[O:28].C1CN([P+](ON2N=NC3C=CC=CC2=3)(N2CCCC2)N2CCCC2)CC1.F[P-](F)(F)(F)(F)F.C(N(CC)C(C)C)(C)C, predict the reaction product. The product is: [CH2:1]([O:8][C:9]([NH:11][C:12]1[NH:13][C:14](=[O:25])[C:15]2[N:16]=[CH:17][N:18]([CH2:21][C:22]([N:42]3[CH2:43][CH2:44][N:39]([S:36]([C:31]4[CH:32]=[CH:33][CH:34]=[CH:35][C:30]=4[N+:27]([O-:29])=[O:28])(=[O:38])=[O:37])[C:40](=[O:45])[CH2:41]3)=[O:24])[C:19]=2[N:20]=1)=[O:10])[C:2]1[CH:3]=[CH:4][CH:5]=[CH:6][CH:7]=1. (6) The product is: [CH3:19][O:18][C:14]1[CH:13]=[C:12]([CH:17]=[CH:16][CH:15]=1)[CH2:11][N:9]([CH3:10])[C:7]([C:5]1[S:6][C:2]([C:26]2[CH:25]=[CH:24][CH:23]=[C:22]([O:21][CH3:20])[CH:27]=2)=[CH:3][CH:4]=1)=[O:8]. Given the reactants Br[C:2]1[S:6][C:5]([C:7]([N:9]([CH2:11][C:12]2[CH:17]=[CH:16][CH:15]=[C:14]([O:18][CH3:19])[CH:13]=2)[CH3:10])=[O:8])=[CH:4][CH:3]=1.[CH3:20][O:21][C:22]1[CH:23]=[C:24](B(O)O)[CH:25]=[CH:26][CH:27]=1, predict the reaction product. (7) Given the reactants [NH:1]1[C:9]2[C:4](=[CH:5][CH:6]=[CH:7][CH:8]=2)[CH:3]=[C:2]1[C:10]1[N:15]=[C:14]([NH:16][C:17]2[CH:25]=[CH:24][C:20]([C:21]([OH:23])=O)=[CH:19][N:18]=2)[CH:13]=[N:12][CH:11]=1.CCN(CC)CC.C(P1(=O)OP(=O)(CCC)OP(=O)(CCC)O1)CC.[CH2:51]([N:53]1[CH2:58][CH2:57][NH:56][CH2:55][CH2:54]1)[CH3:52], predict the reaction product. The product is: [CH2:51]([N:53]1[CH2:58][CH2:57][N:56]([C:21]([C:20]2[CH:24]=[CH:25][C:17]([NH:16][C:14]3[CH:13]=[N:12][CH:11]=[C:10]([C:2]4[NH:1][C:9]5[C:4]([CH:3]=4)=[CH:5][CH:6]=[CH:7][CH:8]=5)[N:15]=3)=[N:18][CH:19]=2)=[O:23])[CH2:55][CH2:54]1)[CH3:52].